Dataset: Drug-target binding data from BindingDB using Ki measurements. Task: Regression. Given a target protein amino acid sequence and a drug SMILES string, predict the binding affinity score between them. We predict pKi (pKi = -log10(Ki in M); higher means stronger inhibition). Dataset: bindingdb_ki. (1) The compound is CC(C)c1cccc2cc[n+](C)c(CCCCc3c4c(C(C)C)cccc4cc[n+]3C)c12. The target protein (Q9H2S1) has sequence MSSCRYNGGVMRPLSNLSASRRNLHEMDSEAQPLQPPASVGGGGGASSPSAAAAAAAAVSSSAPEIVVSKPEHNNSNNLALYGTGGGGSTGGGGGGGGSGHGSSSGTKSSKKKNQNIGYKLGHRRALFEKRKRLSDYALIFGMFGIVVMVIETELSWGAYDKASLYSLALKCLISLSTIILLGLIIVYHAREIQLFMVDNGADDWRIAMTYERIFFICLEILVCAIHPIPGNYTFTWTARLAFSYAPSTTTADVDIILSIPMFLRLYLIARVMLLHSKLFTDASSRSIGALNKINFNTRFVMKTLMTICPGTVLLVFSISLWIIAAWTVRACERYHDQQDVTSNFLGAMWLISITFLSIGYGDMVPNTYCGKGVCLLTGIMGAGCTALVVAVVARKLELTKAEKHVHNFMMDTQLTKRVKNAAANVLRETWLIYKNTKLVKKIDHAKVRKHQRKFLQAIHQLRSVKMEQRKLNDQANTLVDLAKTQNIMYDMISDLNERS.... The pKi is 6.7. (2) The compound is COc1cc(N)c(Cl)cc1C(=O)CCC1CCN(CCNS(C)(=O)=O)CC1. The target protein (O77680) has sequence MRTLNTSAMDGTGLVVERDFSVRILTACFLSLLILSTLLGNTLVCAAVIRFRHLRSKVTNFFVISLAVSDLLVAVLVMPWKAVAEIAGFWPFGSFCNIWVAFDIMCSTASILNLCVISVDRYWAISSPFRYERKMTPKAAFILISVAWTLSVLISFIPVQLSWHKAKPTSPSDGNATSLAETIDNCDSSLSRTYAISSSVISFYIPVAIMIVTYTRIYRIAQKQIRRIAALERAAVHAKNCQTTTGNGKPVECSQPESSFKMSFKRETKVLKTLSVIMGVFVCCWLPFFILNCILPFCGSGETQPFCIDSITFDVFVWFGWANSSLNPIIYAFNADFRKAFSTLLGCYRLCPATNNAIETVSINNNGAAMFSSHHEPRGSISKECNLVYLIPHAVGSSEDLKKEEAAGIARPLEKLSPALSVILDYDTDVSLEKIQPITQNGQHPT. The pKi is 5.0. (3) The compound is CC[C@H](C)[C@H](NC(=O)[C@H](C)NC(=O)[C@H](CC(N)=O)NC(=O)[C@H](CCCCN)NC(=O)[C@H](Cc1ccccc1)NC(=O)[C@H](CC(C)C)NC(=O)[C@@H](NC(=O)[C@@H](NC(=O)[C@H](CC(C)C)NC(=O)[C@@H]1CCCN1C(=O)[C@@H](NC(=O)[C@H](CCC(N)=O)NC(=O)[C@H](CO)NC(=O)[C@H](CCCCN)NC(=O)[C@H](CCC(=O)O)NC(=O)[C@H](CO)NC(=O)[C@@H](NC(=O)[C@H](CCSC)NC(=O)[C@H](Cc1ccccc1)NC(=O)CNC(=O)CNC(=O)[C@@H](N)Cc1ccc(O)cc1)[C@@H](C)O)[C@@H](C)O)C(C)C)[C@@H](C)O)C(=O)N[C@H](C(=O)N[C@@H](CCCCN)C(=O)N[C@@H](CC(N)=O)C(=O)N[C@@H](C)C(=O)N[C@@H](Cc1cnc[nH]1)C(=O)N[C@@H](CCCCN)C(=O)N[C@@H](CCCCN)C(=O)NCC(=O)N[C@@H](CCC(N)=O)C(=O)O)C(C)C. The target protein sequence is MCFNLTMKKKKECCAPACPSSCFPNTSWLLGWDDHDNVSAYPDLPLNEGNHTSISPTISVIITAVYSMVFVVGLVGNALVMFVIIRYTKMKTATNIYIFNLALADALVTTTMPFQSTSFLMNSWPFGDVLCKIVVSIDYYNMFTSIFTLTMMSVDRYIAVCHPVKALDFRTPLKAKCINICIWMLSSSVGISAIVLGGTKISDGSTECALQFPTHYWYWDTVMKMCVFIFAFIIPVFIITICYTLMILRLKSVRLLSGSREKDRNLRRITRLVLVVVAVFIVCWTPIHIFVLVEALVDVPQSIAVVSIYYFCIALGYTNSSLNPILYAFLDENFKRCFKDFCFPSKHRLDRQPNSRVGNTVQDPACNRHGSQKPV. The pKi is 5.4. (4) The drug is CC(C)c1ncc(C[C@H](NC(=O)[C@@H]2CCC(=O)N2)C(=O)N2CCC[C@H]2C(N)=O)[nH]1. The target protein (Q01717) has sequence MENETVSELNQTELPPQVAVALEYQVVTILLVVVICGLGIVGNIMVVLVVMRTKHMRTATNCYLVSLAVADLMVLVAAGLPNITDSIYGSWVYGYVGCLCITYLQYLGINASSCSITAFTIERYIAICHPIKAQFLCTFSRAKKIIIFVWAFTSIYCMLWFFLLDLNISTYKDAIVISCGYKISRNYYSPIYLMDFGVFYVMPMILATVLYGFIARILFLNPIPSDPKENSKTWKNDSTHQNKNMNLNTTNRCFNSTVSSRKQVTKMLAVVVILFALLWMPYRTLVVVNSFLSSPFQENWFLLFCRICIYLNSAINPVIYNLMSQKFRAAFRKLCNCKQKPTEKAANYSVALNYSVIKESDRFSTELDDITVTDTYVSTTKVSFDDTCLASEKNGPSSCTYGYSLTAKQEKI. The pKi is 4.0. (5) The compound is COC(=O)C1=C(C)N=C(C)C(C(=O)OC)C1c1ccccc1OCc1nonc1C#N. The target protein (P27732) has sequence MMMMMMMKKMQHQRQQQEDHANEANYARGTRLPISGEGPTSQPNSSKQTVLSWQAAIDAARQAKAAQTMSTSAPPPVGSLSQRKRQQYAKSKKQGNSSNSRPARALFCLSLNNPIRRACISIVDWKPFDIFILLAIFANCVALAIYIPFPEDDSNSTNHNLEKVEYAFLIIFTVETFLKIIASGLLLHPNASVRNGWNLLDFVIVIVGLFSVILEQLTKETEGGNHSSGKSGGFDVKALRAFRVLRPLRLVSGVPSLQVVLNSIIKAMVPLLHIALLVLFVIIIYAIIGLELFIGKMHKTCFFADSDIVAEEDPAPCAFSGNGRQCAANGTECRSGWVGPNGGITNFDNFAFAMLTVFQCITMEGWTDVLYWVNDAIGWEWPWVYFVSLIILGSFFVLNLVLGVLSGEFSKEREKAKARGDFQKLREKQQLEEDLKGYLDWITQAEDIDPENEEEGGEEGKRNTSMPTSETESVNTENVSGEGETQGCCGSLWCWWKRRG.... The pKi is 8.3. (6) The small molecule is N=C(N)NCCC[C@@H](NS(=O)(=O)Cc1ccccc1)C(=O)N1CCC[C@H]1C(=O)NCc1ccc(C(=N)N)cc1. The target protein (O15393) has sequence MALNSGSPPAIGPYYENHGYQPENPYPAQPTVVPTVYEVHPAQYYPSPVPQYAPRVLTQASNPVVCTQPKSPSGTVCTSKTKKALCITLTLGTFLVGAALAAGLLWKFMGSKCSNSGIECDSSGTCINPSNWCDGVSHCPGGEDENRCVRLYGPNFILQVYSSQRKSWHPVCQDDWNENYGRAACRDMGYKNNFYSSQGIVDDSGSTSFMKLNTSAGNVDIYKKLYHSDACSSKAVVSLRCIACGVNLNSSRQSRIVGGESALPGAWPWQVSLHVQNVHVCGGSIITPEWIVTAAHCVEKPLNNPWHWTAFAGILRQSFMFYGAGYQVEKVISHPNYDSKTKNNDIALMKLQKPLTFNDLVKPVCLPNPGMMLQPEQLCWISGWGATEEKGKTSEVLNAAKVLLIETQRCNSRYVYDNLITPAMICAGFLQGNVDSCQGDSGGPLVTSKNNIWWLIGDTSWGSGCAKAYRPGVYGNVMVFTDWIYRQMRADG. The pKi is 7.7.